Dataset: Full USPTO retrosynthesis dataset with 1.9M reactions from patents (1976-2016). Task: Predict the reactants needed to synthesize the given product. (1) The reactants are: [F:1][C:2]1[CH:15]=[CH:14][C:13]2[N:12]([S:16]([C:19]3[CH:24]=[CH:23][CH:22]=[C:21]([O:25]C)[CH:20]=3)(=[O:18])=[O:17])[CH:11]([CH3:27])[C:10]3[C:5](=[CH:6][C:7]([F:28])=[CH:8][CH:9]=3)[C:4]=2[CH:3]=1.C1CCCCC=1.B(Br)(Br)Br. Given the product [F:1][C:2]1[CH:15]=[CH:14][C:13]2[N:12]([S:16]([C:19]3[CH:20]=[C:21]([OH:25])[CH:22]=[CH:23][CH:24]=3)(=[O:18])=[O:17])[CH:11]([CH3:27])[C:10]3[C:5](=[CH:6][C:7]([F:28])=[CH:8][CH:9]=3)[C:4]=2[CH:3]=1, predict the reactants needed to synthesize it. (2) Given the product [CH3:18][O:17][C:13](=[O:16])/[C:14](/[I:19])=[CH:15]\[CH:1]1[CH2:6][CH2:5][CH2:4][CH2:3][CH2:2]1, predict the reactants needed to synthesize it. The reactants are: [CH:1]1(I)[CH2:6][CH2:5][CH2:4][CH2:3][CH2:2]1.[Cl-].[Li+].[Cu]C#N.[C:13]([O:17][CH3:18])(=[O:16])[C:14]#[CH:15].[I:19]I. (3) The reactants are: C[N:2](C)/[CH:3]=[CH:4]/[C:5]([C:7]1[C:12](=[O:13])[CH:11]=[CH:10][N:9]([C:14]2[CH:15]=[C:16]([CH:22]=[CH:23][CH:24]=2)[C:17]([N:19]([CH3:21])[CH3:20])=[O:18])[N:8]=1)=O.[Cl:26][C:27]1[CH:28]=[C:29]([NH:33]N)[CH:30]=[CH:31][CH:32]=1. Given the product [Cl:26][C:27]1[CH:28]=[C:29]([N:33]2[C:5]([C:7]3[C:12](=[O:13])[CH:11]=[CH:10][N:9]([C:14]4[CH:15]=[C:16]([CH:22]=[CH:23][CH:24]=4)[C:17]([N:19]([CH3:21])[CH3:20])=[O:18])[N:8]=3)=[CH:4][CH:3]=[N:2]2)[CH:30]=[CH:31][CH:32]=1, predict the reactants needed to synthesize it. (4) Given the product [CH3:15][O:13][C:12]([CH:8]1[C:9]2[C:4](=[CH:3][C:2]([OH:1])=[CH:11][CH:10]=2)[CH2:5][CH2:6][NH:7]1)=[O:14], predict the reactants needed to synthesize it. The reactants are: [OH:1][C:2]1[CH:3]=[C:4]2[C:9](=[CH:10][CH:11]=1)[CH:8]([C:12]([OH:14])=[O:13])[NH:7][CH2:6][CH2:5]2.[C:15](Cl)(=O)C. (5) Given the product [ClH:1].[CH:2]1([CH2:5][N:6]([C:14]2[C:15]([CH2:24][CH3:25])=[N:16][N:17]3[C:22]([I:23])=[CH:21][CH:20]=[CH:19][C:18]=23)[CH2:7][CH:8]2[CH2:13][CH2:12][O:11][CH2:10][CH2:9]2)[CH2:4][CH2:3]1, predict the reactants needed to synthesize it. The reactants are: [ClH:1].[CH:2]1([CH2:5][N:6]([C:14]2[C:15]([CH2:24][CH3:25])=[N:16][N:17]3[C:22]([I:23])=[CH:21][CH:20]=[CH:19][C:18]=23)[CH2:7][CH:8]2[CH2:13][CH2:12][O:11][CH2:10][CH2:9]2)[CH2:4][CH2:3]1. (6) Given the product [CH3:1][C:2]([O:4][C@H:5]1[C:14]2[C@@:15]3([CH3:30])[C@@H:26]([CH2:27][O:28][CH3:29])[O:25][C:23](=[O:24])[C:17]4=[CH:18][O:19][C:20]([C:21](=[O:22])[C:13]=2[C@@H:8]2[CH2:9][CH2:10][C:11](=[O:12])[C@@:7]2([CH3:31])[CH2:6]1)=[C:16]34)=[O:3], predict the reactants needed to synthesize it. The reactants are: [CH3:1][C:2]([O:4][C@H:5]1[C:14]2[C@@:15]3([CH3:30])[C@@H:26]([CH2:27][O:28][CH3:29])[O:25][C:23](=[O:24])[C:17]4=[CH:18][O:19][C:20]([C:21](=[O:22])[C:13]=2[C@@H:8]2[CH2:9][CH2:10][C@H:11]([OH:12])[C@@:7]2([CH3:31])[CH2:6]1)=[C:16]34)=[O:3]. (7) The reactants are: [F:1][C:2]1[CH:11]=[C:10]2[C:5]([CH:6]=[CH:7][C:8](=[O:28])[N:9]2[CH2:12][CH2:13][N:14]2[CH2:19][CH2:18][CH:17]([NH:20]C(=O)OC(C)(C)C)[CH2:16][CH2:15]2)=[N:4][CH:3]=1.[ClH:29]. Given the product [ClH:29].[ClH:29].[NH2:20][CH:17]1[CH2:16][CH2:15][N:14]([CH2:13][CH2:12][N:9]2[C:10]3[C:5](=[N:4][CH:3]=[C:2]([F:1])[CH:11]=3)[CH:6]=[CH:7][C:8]2=[O:28])[CH2:19][CH2:18]1, predict the reactants needed to synthesize it. (8) The reactants are: [Cl:1][C:2]1[N:7]=[C:6]([C:8]([OH:10])=O)[C:5]([CH3:11])=[CH:4][CH:3]=1.[NH2:12][C:13]1[C:14]([CH3:24])=[C:15]([CH:20]=[CH:21][C:22]=1[CH3:23])[C:16]([O:18][CH3:19])=[O:17].CCCP1(OP(CCC)(=O)OP(CCC)(=O)O1)=O. Given the product [Cl:1][C:2]1[N:7]=[C:6]([C:8]([NH:12][C:13]2[C:14]([CH3:24])=[C:15]([CH:20]=[CH:21][C:22]=2[CH3:23])[C:16]([O:18][CH3:19])=[O:17])=[O:10])[C:5]([CH3:11])=[CH:4][CH:3]=1, predict the reactants needed to synthesize it. (9) Given the product [CH2:8]([NH:20][C:21]([C:22]1[CH:27]=[C:26]([C:28]2[CH:33]=[CH:32][CH:31]=[C:30]([O:34][CH3:35])[CH:29]=2)[C:25]([O:36][CH2:37][CH2:38][N:1]2[CH:5]=[N:4][N:3]=[N:2]2)=[C:24]([Br:40])[CH:23]=1)=[O:41])[CH2:9][CH2:10][CH2:11][CH2:12][CH2:13][CH2:14][CH2:15][CH2:16][CH2:17][CH2:18][CH3:19], predict the reactants needed to synthesize it. The reactants are: [NH:1]1[CH:5]=[N:4][N:3]=[N:2]1.[H-].[Na+].[CH2:8]([NH:20][C:21](=[O:41])[C:22]1[CH:27]=[C:26]([C:28]2[CH:33]=[CH:32][CH:31]=[C:30]([O:34][CH3:35])[CH:29]=2)[C:25]([O:36][CH2:37][CH2:38]Br)=[C:24]([Br:40])[CH:23]=1)[CH2:9][CH2:10][CH2:11][CH2:12][CH2:13][CH2:14][CH2:15][CH2:16][CH2:17][CH2:18][CH3:19].N[C@H](C(O)=O)[C@@H](C)O. (10) Given the product [CH3:1][O:2][C:3]1[CH:4]=[CH:5][CH:6]=[CH:7][C:8]=1[O:9][CH2:10][CH2:11][NH:12][CH2:13][CH:14]([OH:30])[CH2:15][O:16][C:17]1[CH:18]=[CH:19][CH:20]=[C:21]2[NH:29][C:28]3[CH:27]=[CH:26][CH:25]=[CH:24][C:23]=3[C:22]=12, predict the reactants needed to synthesize it. The reactants are: [CH3:1][O:2][C:3]1[CH:4]=[CH:5][CH:6]=[CH:7][C:8]=1[O:9][CH2:10][CH2:11][NH:12][CH2:13][CH:14]([OH:30])[CH2:15][O:16][C:17]1[CH:18]=[CH:19][CH:20]=[C:21]2[NH:29][C:28]3[CH:27]=[CH:26][CH:25]=[CH:24][C:23]=3[C:22]=12.CC1C=CC(S(O)(=O)=O)=CC=1.C(OCC)(=O)C.C(=O)([O-])[O-].[Na+].[Na+].